From a dataset of Acute oral toxicity (LD50) regression data from Zhu et al.. Regression/Classification. Given a drug SMILES string, predict its toxicity properties. Task type varies by dataset: regression for continuous values (e.g., LD50, hERG inhibition percentage) or binary classification for toxic/non-toxic outcomes (e.g., AMES mutagenicity, cardiotoxicity, hepatotoxicity). Dataset: ld50_zhu. (1) The compound is O=C(Nc1nnc(CCN2c3ccccc3Sc3ccccc32)s1)c1ccccc1. The rat oral LD50 is 2.12, given as -log10 of the dose in mol/kg body weight (higher means more acutely toxic). (2) The drug is C=CC1CC=CCC1. The rat oral LD50 is 1.62, given as -log10 of the dose in mol/kg body weight (higher means more acutely toxic). (3) The compound is CCC(=O)OC1=C(OC(=O)CC)C(=O)OC1=O. The rat oral LD50 is 1.69, given as -log10 of the dose in mol/kg body weight (higher means more acutely toxic). (4) The compound is Nc1ccc(-c2ccc(N)cc2)cc1. The rat oral LD50 is 2.77, given as -log10 of the dose in mol/kg body weight (higher means more acutely toxic). (5) The compound is CCC(O)(COC(N)=O)c1ccccc1. The rat oral LD50 is 2.54, given as -log10 of the dose in mol/kg body weight (higher means more acutely toxic). (6) The molecule is O=C1NCc2ccccc2O1. The rat oral LD50 is 2.15, given as -log10 of the dose in mol/kg body weight (higher means more acutely toxic). (7) The compound is CCC(=O)OCc1ccc(OC)cc1. The rat oral LD50 is 1.77, given as -log10 of the dose in mol/kg body weight (higher means more acutely toxic). (8) The drug is O=C(O)c1cn(C2CC2)c2cc(Cl)c(F)cc2c1=O. The rat oral LD50 is 2.68, given as -log10 of the dose in mol/kg body weight (higher means more acutely toxic). (9) The molecule is CCC(C(=O)O)C1(O)CCCCC1. The rat oral LD50 is 1.59, given as -log10 of the dose in mol/kg body weight (higher means more acutely toxic).